The task is: Predict which catalyst facilitates the given reaction.. This data is from Catalyst prediction with 721,799 reactions and 888 catalyst types from USPTO. (1) Reactant: [CH2:1]([O:8][CH2:9][CH2:10][CH2:11][CH2:12][CH2:13][C:14](=[O:25])[CH2:15][CH:16]=[CH:17][C:18]1[CH:19]=[N:20][C:21]([CH3:24])=[N:22][CH:23]=1)[C:2]1[CH:7]=[CH:6][CH:5]=[CH:4][CH:3]=1.[BH4-].[Na+].Cl. Product: [CH2:1]([O:8][CH2:9][CH2:10][CH2:11][CH2:12][CH2:13][C@@H:14]([OH:25])[CH2:15][CH:16]=[CH:17][C:18]1[CH:19]=[N:20][C:21]([CH3:24])=[N:22][CH:23]=1)[C:2]1[CH:3]=[CH:4][CH:5]=[CH:6][CH:7]=1. The catalyst class is: 5. (2) Reactant: [NH2:1][C:2]1[C:3]([N:11]2[CH2:16][C@H:15]([CH3:17])[C@@H:14]([O:18][Si:19]([C:22]([CH3:25])([CH3:24])[CH3:23])([CH3:21])[CH3:20])[C@H:13]([NH:26][C:27](=[O:33])[O:28][C:29]([CH3:32])([CH3:31])[CH3:30])[CH2:12]2)=[C:4]2[CH2:10][CH2:9][O:8][C:5]2=[N:6][CH:7]=1.[C:34]([O:38][C:39]([NH:41][C:42]1[S:46][C:45]([C:47]2[C:52]([F:53])=[CH:51][CH:50]=[CH:49][C:48]=2[F:54])=[N:44][C:43]=1[C:55](O)=[O:56])=[O:40])([CH3:37])([CH3:36])[CH3:35].CN(C(ON1N=NC2C=CC=NC1=2)=[N+](C)C)C.F[P-](F)(F)(F)(F)F.CCN(C(C)C)C(C)C. Product: [C:29]([O:28][C:27]([NH:26][C@H:13]1[C@H:14]([O:18][Si:19]([C:22]([CH3:23])([CH3:25])[CH3:24])([CH3:20])[CH3:21])[C@@H:15]([CH3:17])[CH2:16][N:11]([C:3]2[C:2]([NH:1][C:55]([C:43]3[N:44]=[C:45]([C:47]4[C:48]([F:54])=[CH:49][CH:50]=[CH:51][C:52]=4[F:53])[S:46][C:42]=3[NH:41][C:39](=[O:40])[O:38][C:34]([CH3:37])([CH3:36])[CH3:35])=[O:56])=[CH:7][N:6]=[C:5]3[O:8][CH2:9][CH2:10][C:4]=23)[CH2:12]1)=[O:33])([CH3:32])([CH3:31])[CH3:30]. The catalyst class is: 3. (3) Reactant: [C:1]([O:5][C:6]([NH:8][C@@H:9]([CH2:14][CH2:15][CH2:16][N:17]([CH3:19])[CH3:18])[C:10]([O:12][CH3:13])=[O:11])=[O:7])([CH3:4])([CH3:3])[CH3:2].[I:20][CH3:21]. Product: [I-:20].[C:1]([O:5][C:6]([NH:8][C@H:9]([C:10]([O:12][CH3:13])=[O:11])[CH2:14][CH2:15][CH2:16][N+:17]([CH3:21])([CH3:19])[CH3:18])=[O:7])([CH3:4])([CH3:3])[CH3:2]. The catalyst class is: 1.